From a dataset of Forward reaction prediction with 1.9M reactions from USPTO patents (1976-2016). Predict the product of the given reaction. (1) Given the reactants [NH2:1][C:2]1[N:3]=[C:4]([N:13]2[CH2:18][CH2:17][N:16]([C:19](=[O:29])[CH2:20][O:21][C:22]3[CH:27]=[CH:26][C:25]([Cl:28])=[CH:24][CH:23]=3)[CH2:15][CH2:14]2)[C:5]2[N:11]=[C:10](Cl)[CH:9]=[CH:8][C:6]=2[N:7]=1.[F-].[K+].[F:32][C:33]([F:44])([F:43])[C:34]1[CH:39]=[CH:38][C:37](B(O)O)=[CH:36][CH:35]=1, predict the reaction product. The product is: [NH2:1][C:2]1[N:3]=[C:4]([N:13]2[CH2:18][CH2:17][N:16]([C:19](=[O:29])[CH2:20][O:21][C:22]3[CH:27]=[CH:26][C:25]([Cl:28])=[CH:24][CH:23]=3)[CH2:15][CH2:14]2)[C:5]2[N:11]=[C:10]([C:37]3[CH:38]=[CH:39][C:34]([C:33]([F:44])([F:43])[F:32])=[CH:35][CH:36]=3)[CH:9]=[CH:8][C:6]=2[N:7]=1. (2) Given the reactants COC1C=C(N2CCC(N3CCP(C)(=O)CC3)CC2)C=CC=1N.ClC1N=C(Cl)C(Cl)=CN=1.Cl[C:34]1[N:39]=[C:38]([NH:40][C:41]2[CH:46]=[CH:45][C:44]([N:47]3[CH2:52][CH2:51][CH:50]([N:53]4[CH2:58][CH2:57][P:56]([CH3:60])(=[O:59])[CH2:55][CH2:54]4)[CH2:49][CH2:48]3)=[CH:43][C:42]=2[O:61][CH3:62])[C:37]([Cl:63])=[CH:36][N:35]=1.[CH:64]1([C:67]2[O:71][C:70]([NH2:72])=[N:69][CH:68]=2)[CH2:66][CH2:65]1, predict the reaction product. The product is: [Cl:63][C:37]1[C:38]([NH:40][C:41]2[CH:46]=[CH:45][C:44]([N:47]3[CH2:48][CH2:49][CH:50]([N:53]4[CH2:58][CH2:57][P:56]([CH3:60])(=[O:59])[CH2:55][CH2:54]4)[CH2:51][CH2:52]3)=[CH:43][C:42]=2[O:61][CH3:62])=[N:39][C:34]([NH:72][C:70]2[O:71][C:67]([CH:64]3[CH2:66][CH2:65]3)=[CH:68][N:69]=2)=[N:35][CH:36]=1. (3) Given the reactants [Cl:1][C:2]1[CH:7]=[CH:6][C:5]([C:8]2[S:16]C3C(=O)[N:13]([CH2:18][C:19]([C:21]4[CH:26]=[CH:25][C:24]([CH2:27][NH:28][CH3:29])=[CH:23][CH:22]=4)=[O:20])[CH:12]=[N:11][C:10]=3[CH:9]=2)=[CH:4][CH:3]=1.[C:30](Cl)(=[O:32])[CH3:31].C(N(CC)CC)C.[O:41]1CC[CH2:43][CH2:42]1, predict the reaction product. The product is: [Cl:1][C:2]1[CH:3]=[CH:4][C:5]([C:8]2[S:16][C:31]3[C:30](=[O:32])[N:13]([CH2:18][C:19]([C:21]4[CH:22]=[CH:23][C:24]([CH2:27][N:28]([CH3:29])[C:42](=[O:41])[CH3:43])=[CH:25][CH:26]=4)=[O:20])[CH:12]=[N:11][C:10]=3[CH:9]=2)=[CH:6][CH:7]=1. (4) The product is: [CH:21]1([C:17]2[CH:18]=[C:19]([CH3:20])[C:14]([N:11]3[CH2:10][CH2:9][NH:8][CH2:13][CH2:12]3)=[N:15][CH:16]=2)[CH2:22][CH2:23][CH2:24][CH2:25]1. Given the reactants C(OC([N:8]1[CH2:13][CH2:12][N:11]([C:14]2[C:19]([CH3:20])=[CH:18][C:17]([CH:21]3[CH2:25][CH2:24][CH2:23][CH2:22]3)=[CH:16][N:15]=2)[CH2:10][CH2:9]1)=O)(C)(C)C.Cl.C(OCC)(=O)C.[OH-].[Na+], predict the reaction product. (5) Given the reactants C[O:2][C:3]([C@H:5]1[CH2:9][C@@H:8]([O:10][CH3:11])[CH2:7][N:6]1[C:12]([O:14][C:15]([CH3:18])([CH3:17])[CH3:16])=[O:13])=[O:4].O, predict the reaction product. The product is: [C:15]([O:14][C:12]([N:6]1[CH2:7][C@H:8]([O:10][CH3:11])[CH2:9][C@@H:5]1[C:3]([OH:4])=[O:2])=[O:13])([CH3:18])([CH3:16])[CH3:17]. (6) Given the reactants [CH2:1]([O:3][C:4]([C:6]1[N:11]=[CH:10][N:9]=[C:8]([NH2:12])[CH:7]=1)=[CH2:5])[CH3:2].[C:13]([NH:17][C:18]1[N:19]=[C:20](Cl)[CH:21]=[C:22]2[C:27]=1[C:26](=[O:28])[N:25]([CH2:29][CH2:30][OH:31])[CH:24]=[CH:23]2)([CH3:16])([CH3:15])[CH3:14].C([O-])([O-])=O.[Cs+].[Cs+], predict the reaction product. The product is: [C:13]([NH:17][C:18]1[N:19]=[C:20]([NH:12][C:8]2[CH:7]=[C:6]([C:4]([O:3][CH2:1][CH3:2])=[CH2:5])[N:11]=[CH:10][N:9]=2)[CH:21]=[C:22]2[C:27]=1[C:26](=[O:28])[N:25]([CH2:29][CH2:30][OH:31])[CH:24]=[CH:23]2)([CH3:16])([CH3:15])[CH3:14].